This data is from Full USPTO retrosynthesis dataset with 1.9M reactions from patents (1976-2016). The task is: Predict the reactants needed to synthesize the given product. (1) Given the product [F:12][C:4]1[C:5]([O:10][CH3:11])=[CH:6][C:7]([O:8][CH3:9])=[C:2]([F:1])[C:3]=1[N:13]1[CH2:22][C:21]2[CH:20]=[N:19][C:18]3[NH:23][CH:24]=[CH:25][C:17]=3[C:16]=2[C:15]2([CH2:38][CH2:37][N:36]([CH3:39])[CH2:35][CH2:34]2)[C:14]1=[O:40], predict the reactants needed to synthesize it. The reactants are: [F:1][C:2]1[C:7]([O:8][CH3:9])=[CH:6][C:5]([O:10][CH3:11])=[C:4]([F:12])[C:3]=1[N:13]1[CH2:22][C:21]2[CH:20]=[N:19][C:18]3[N:23](COCC[Si](C)(C)C)[CH:24]=[CH:25][C:17]=3[C:16]=2[C:15]2([CH2:38][CH2:37][N:36]([CH3:39])[CH2:35][CH2:34]2)[C:14]1=[O:40].C(O)(C(F)(F)F)=O. (2) Given the product [ClH:22].[ClH:22].[CH:19]([N:16]1[CH2:17][CH2:18][CH:13]([NH:12][C:11]2[C:6]([CH:2]=[O:1])=[N:7][CH:8]=[CH:9][CH:10]=2)[CH2:14][CH2:15]1)([CH3:21])[CH3:20], predict the reactants needed to synthesize it. The reactants are: [O:1]1CCO[CH:2]1[C:6]1[C:11]([NH:12][CH:13]2[CH2:18][CH2:17][N:16]([CH:19]([CH3:21])[CH3:20])[CH2:15][CH2:14]2)=[CH:10][CH:9]=[CH:8][N:7]=1.[ClH:22]. (3) Given the product [Cl:1][C:2]1[CH:7]=[CH:6][C:5]([NH2:8])=[CH:4][C:3]=1[C:11]1[S:12][C:13]2[CH:19]=[CH:18][C:17]([C:20]([F:22])([F:21])[F:23])=[CH:16][C:14]=2[N:15]=1, predict the reactants needed to synthesize it. The reactants are: [Cl:1][C:2]1[CH:7]=[CH:6][C:5]([N+:8]([O-])=O)=[CH:4][C:3]=1[C:11]1[S:12][C:13]2[CH:19]=[CH:18][C:17]([C:20]([F:23])([F:22])[F:21])=[CH:16][C:14]=2[N:15]=1.Cl. (4) Given the product [Cl:1][C:2]1[CH:3]=[C:4]([CH:20]=[CH:21][C:22]=1[N:23]1[CH2:28][CH2:27][CH2:26][CH2:25][O:24]1)[C:5]([NH:7][C@H:8]([C:10]1[NH:14][C:13]2[CH:15]=[CH:16][C:17]([Cl:19])=[CH:18][C:12]=2[N:11]=1)[CH3:9])=[O:6], predict the reactants needed to synthesize it. The reactants are: [Cl:1][C:2]1[CH:3]=[C:4]([CH:20]=[CH:21][C:22]=1[N:23]1[CH2:28][CH:27]=[CH:26][CH2:25][O:24]1)[C:5]([NH:7][C@H:8]([C:10]1[NH:14][C:13]2[CH:15]=[CH:16][C:17]([Cl:19])=[CH:18][C:12]=2[N:11]=1)[CH3:9])=[O:6]. (5) Given the product [Cl:15][C:16]1[S:20][C:19]([CH2:21][NH:6][C:5]2[CH:7]=[CH:8][C:9]([C:10]3[O:14][CH:13]=[N:12][CH:11]=3)=[C:3]([O:2][CH3:1])[CH:4]=2)=[CH:18][CH:17]=1, predict the reactants needed to synthesize it. The reactants are: [CH3:1][O:2][C:3]1[CH:4]=[C:5]([CH:7]=[CH:8][C:9]=1[C:10]1[O:14][CH:13]=[N:12][CH:11]=1)[NH2:6].[Cl:15][C:16]1[S:20][C:19]([CH:21]=O)=[CH:18][CH:17]=1. (6) Given the product [CH3:1][O:2][C:3]1[CH:8]=[C:7]([CH:6]=[CH:5][C:4]=1[C:12]1[CH:13]=[N:14][N:15]([CH3:17])[CH:16]=1)[NH2:9], predict the reactants needed to synthesize it. The reactants are: [CH3:1][O:2][C:3]1[CH:8]=[C:7]([N+:9]([O-])=O)[CH:6]=[CH:5][C:4]=1[C:12]1[CH:13]=[N:14][N:15]([CH3:17])[CH:16]=1.